Dataset: Reaction yield outcomes from USPTO patents with 853,638 reactions. Task: Predict the reaction yield, written as a fraction of the theoretical maximum amount of product (1.0 means a 100% yield; for example, 0.34 means a 34% yield). (1) The reactants are [NH2:1][C:2]1[C:7]([C:8](=[O:10])[NH2:9])=[CH:6][CH:5]=[CH:4][C:3]=1[NH:11][C:12]([C:14]1[S:15][C:16]([C:19](=[O:21])[CH3:20])=[CH:17][CH:18]=1)=O.C(O)(=O)C. The catalyst is CN(C=O)C. The product is [C:19]([C:16]1[S:15][C:14]([C:12]2[NH:11][C:3]3[CH:4]=[CH:5][CH:6]=[C:7]([C:8]([NH2:9])=[O:10])[C:2]=3[N:1]=2)=[CH:18][CH:17]=1)(=[O:21])[CH3:20]. The yield is 0.950. (2) The reactants are [O:1]1[C:13]2[C:12]3[CH:11]=[CH:10][CH:9]=[N:8][C:7]=3[NH:6][C:5](=[O:14])[C:4]=2[CH:3]=[CH:2]1.C1C(=O)N([Br:22])C(=O)C1.CN(C=O)C. The catalyst is O. The product is [Br:22][C:2]1[O:1][C:13]2[C:12]3[CH:11]=[CH:10][CH:9]=[N:8][C:7]=3[NH:6][C:5](=[O:14])[C:4]=2[CH:3]=1. The yield is 0.770. (3) The reactants are [Cl:1][C:2]([CH3:7])([CH3:6])[C:3](Cl)=O.[C:8]([NH:11][C:12]([NH:14][C:15]1[C:20]([F:21])=[C:19]([F:22])[C:18]([F:23])=[C:17]([F:24])[C:16]=1[F:25])=[NH:13])(=[NH:10])[NH2:9].C(N(CC)CC)C. The catalyst is C1COCC1.O.C(OCC)(=O)C. The product is [Cl:1][C:2]([C:3]1[N:9]=[C:8]([NH2:10])[N:11]=[C:12]([NH:14][C:15]2[C:16]([F:25])=[C:17]([F:24])[C:18]([F:23])=[C:19]([F:22])[C:20]=2[F:21])[N:13]=1)([CH3:7])[CH3:6]. The yield is 0.418. (4) The reactants are [Cl:1][C:2]1[N:3]([S:16]([C:19]2[CH:24]=[CH:23][CH:22]=[CH:21][CH:20]=2)(=[O:18])=[O:17])[C:4]([C:10]2[CH:15]=[CH:14][CH:13]=[CH:12][CH:11]=2)=[C:5]([F:9])[C:6]=1[CH:7]=O.CO.[CH3:27][NH2:28].[BH4-].[Na+].Cl.C(=O)([O-])O.[Na+]. The catalyst is CO. The product is [ClH:1].[Cl:1][C:2]1[N:3]([S:16]([C:19]2[CH:24]=[CH:23][CH:22]=[CH:21][CH:20]=2)(=[O:18])=[O:17])[C:4]([C:10]2[CH:15]=[CH:14][CH:13]=[CH:12][CH:11]=2)=[C:5]([F:9])[C:6]=1[CH2:7][NH:28][CH3:27]. The yield is 0.120. (5) The product is [NH2:31][C:24]1[C:25]2[C:30](=[CH:29][CH:28]=[CH:27][CH:26]=2)[C:21]([O:20][CH2:19][C:17]2[CH:16]=[CH:15][N:14]=[C:13]([NH:12][C:10]3[CH:9]=[N:8][CH:7]=[C:6]([CH2:4][CH3:5])[N:11]=3)[CH:18]=2)=[CH:22][CH:23]=1. The yield is 0.750. The reactants are C(#N)C.[CH2:4]([C:6]1[N:11]=[C:10]([NH:12][C:13]2[CH:18]=[C:17]([CH2:19][O:20][C:21]3[C:30]4[C:25](=[CH:26][CH:27]=[CH:28][CH:29]=4)[C:24]([NH:31]C(=O)OC(C)(C)C)=[CH:23][CH:22]=3)[CH:16]=[CH:15][N:14]=2)[CH:9]=[N:8][CH:7]=1)[CH3:5].S(=O)(=O)(O)O.N. The catalyst is O. (6) The reactants are [CH:1]1[C:14]2[C:13](=[O:15])[C:12]3[C:7](=[CH:8][CH:9]=[CH:10][CH:11]=3)[CH2:6][C:5]=2[CH:4]=[CH:3][CH:2]=1.[OH-].[K+].O1[CH2:22][CH2:21][NH:20]C1=O. No catalyst specified. The product is [CH:11]1[C:12]2[C:7](=[CH:6][C:5]3[C:14]([C:13]=2[O:15][CH2:22][CH2:21][NH2:20])=[CH:1][CH:2]=[CH:3][CH:4]=3)[CH:8]=[CH:9][CH:10]=1. The yield is 0.350. (7) The catalyst is Cl. The yield is 0.960. The reactants are O.O.Cl[Sn]Cl.[N+:6]([C:9]1[CH:10]=[C:11]([Br:18])[C:12]2[S:16][CH:15]=[N:14][C:13]=2[CH:17]=1)([O-])=O.[OH-].[Na+]. The product is [NH2:6][C:9]1[CH:10]=[C:11]([Br:18])[C:12]2[S:16][CH:15]=[N:14][C:13]=2[CH:17]=1.